This data is from Catalyst prediction with 721,799 reactions and 888 catalyst types from USPTO. The task is: Predict which catalyst facilitates the given reaction. Reactant: [CH2:1]([O:3][C:4]([C:6]1[N:7]=[C:8](Br)[N:9]([CH:21]([CH3:23])[CH3:22])[C:10]=1[CH:11]([C:13]1[CH:18]=[CH:17][C:16]([Cl:19])=[CH:15][C:14]=1[CH3:20])[OH:12])=[O:5])[CH3:2].O.[CH3:26][O:27][C:28]1[CH:33]=[CH:32][CH:31]=[CH:30][C:29]=1B(O)O.C([O-])([O-])=O.[K+].[K+]. Product: [CH2:1]([O:3][C:4]([C:6]1[N:7]=[C:8]([C:29]2[CH:30]=[CH:31][CH:32]=[CH:33][C:28]=2[O:27][CH3:26])[N:9]([CH:21]([CH3:23])[CH3:22])[C:10]=1[CH:11]([C:13]1[CH:18]=[CH:17][C:16]([Cl:19])=[CH:15][C:14]=1[CH3:20])[OH:12])=[O:5])[CH3:2]. The catalyst class is: 77.